Dataset: Catalyst prediction with 721,799 reactions and 888 catalyst types from USPTO. Task: Predict which catalyst facilitates the given reaction. Reactant: Cl.[CH:2]1([NH:5][C:6](=[O:38])[C:7]2[CH:12]=[CH:11][C:10]([CH3:13])=[C:9]([C:14]3[CH:15]=[C:16]4[C:21](=[CH:22][CH:23]=3)[C:20](=[O:24])[N:19]([CH2:25][C:26]3[CH:31]=[CH:30][C:29]([C:32]5[CH2:33][CH2:34][NH:35][CH2:36][CH:37]=5)=[CH:28][CH:27]=3)[CH:18]=[CH:17]4)[CH:8]=2)[CH2:4][CH2:3]1. Product: [CH:2]1([NH:5][C:6](=[O:38])[C:7]2[CH:12]=[CH:11][C:10]([CH3:13])=[C:9]([C:14]3[CH:15]=[C:16]4[C:21](=[CH:22][CH:23]=3)[C:20](=[O:24])[N:19]([CH2:25][C:26]3[CH:31]=[CH:30][C:29]([CH:32]5[CH2:37][CH2:36][NH:35][CH2:34][CH2:33]5)=[CH:28][CH:27]=3)[CH:18]=[CH:17]4)[CH:8]=2)[CH2:3][CH2:4]1. The catalyst class is: 29.